Dataset: Catalyst prediction with 721,799 reactions and 888 catalyst types from USPTO. Task: Predict which catalyst facilitates the given reaction. (1) Reactant: [Cl:1][C:2]1[CH:22]=[C:21]([F:23])[C:20]([N:24]2[C:29](=[O:30])[CH:28]=[C:27]([C:31]([F:34])([F:33])[F:32])[N:26]([CH3:35])[C:25]2=[O:36])=[CH:19][C:3]=1[O:4][C:5]1[CH:18]=[CH:17][CH:16]=[CH:15][C:6]=1[O:7]CC1C=CC=CC=1. Product: [Cl:1][C:2]1[CH:22]=[C:21]([F:23])[C:20]([N:24]2[C:29](=[O:30])[CH:28]=[C:27]([C:31]([F:32])([F:33])[F:34])[N:26]([CH3:35])[C:25]2=[O:36])=[CH:19][C:3]=1[O:4][C:5]1[CH:18]=[CH:17][CH:16]=[CH:15][C:6]=1[OH:7]. The catalyst class is: 153. (2) Reactant: [Br:1][C:2]1[CH:21]=[CH:20][C:5]([CH2:6][CH:7]2[C:16](=[CH:17][O:18]C)[CH2:15][CH2:14][C:9]3(OCC[O:10]3)[CH2:8]2)=[CH:4][CH:3]=1. Product: [Br:1][C:2]1[CH:3]=[CH:4][C:5]([CH2:6][CH:7]2[CH2:8][C:9](=[O:10])[CH2:14][CH2:15][CH:16]2[CH:17]=[O:18])=[CH:20][CH:21]=1. The catalyst class is: 1. (3) Reactant: [Cl:1][C:2]1[CH:3]=[CH:4][CH:5]=[C:6]2[C:11]=1[CH:10]=[N:9][CH:8]=[CH:7]2.C1C=C([Cl:18])C=C(C(OO)=O)C=1.CCOCC. Product: [Cl:18][C:10]1[C:11]2[C:6](=[CH:5][CH:4]=[CH:3][C:2]=2[Cl:1])[CH:7]=[CH:8][N:9]=1. The catalyst class is: 2. (4) Reactant: Cl[C:2]1[C:11]2[C:6](=[CH:7][CH:8]=[CH:9][CH:10]=2)[C:5]([O:12][CH2:13][C:14]2[N:19]=[C:18]([CH2:20][NH:21][CH2:22][CH2:23][C:24]3[CH:29]=[CH:28][CH:27]=[CH:26][CH:25]=3)[CH:17]=[CH:16][CH:15]=2)=[N:4][N:3]=1.[Br-].[N:31]1[CH:36]=[CH:35][CH:34]=[CH:33][C:32]=1[Zn+]. Product: [C:24]1([CH2:23][CH2:22][NH:21][CH2:20][C:18]2[CH:17]=[CH:16][CH:15]=[C:14]([CH2:13][O:12][C:5]3[C:6]4[C:11](=[CH:10][CH:9]=[CH:8][CH:7]=4)[C:2]([C:32]4[CH:33]=[CH:34][CH:35]=[CH:36][N:31]=4)=[N:3][N:4]=3)[N:19]=2)[CH:29]=[CH:28][CH:27]=[CH:26][CH:25]=1. The catalyst class is: 1. (5) Reactant: [OH-].[Na+].[F:3][C:4]1[CH:5]=[C:6]([CH:8]=[CH:9][CH:10]=1)[NH2:7].[Br:11][CH2:12][C:13](Br)=[O:14]. Product: [Br:11][CH2:12][C:13]([NH:7][C:6]1[CH:8]=[CH:9][CH:10]=[C:4]([F:3])[CH:5]=1)=[O:14]. The catalyst class is: 27. (6) Reactant: B(F)(F)F.S(C)C.C[O:9][C:10](=[O:29])[CH2:11][C:12]1[CH:17]=[C:16]([Br:18])[C:15]([O:19][C:20]2[CH:25]=[CH:24][C:23]([O:26]C)=[CH:22][CH:21]=2)=[C:14]([Br:28])[CH:13]=1. Product: [Br:18][C:16]1[CH:17]=[C:12]([CH2:11][C:10]([OH:29])=[O:9])[CH:13]=[C:14]([Br:28])[C:15]=1[O:19][C:20]1[CH:21]=[CH:22][C:23]([OH:26])=[CH:24][CH:25]=1. The catalyst class is: 4.